Predict which catalyst facilitates the given reaction. From a dataset of Catalyst prediction with 721,799 reactions and 888 catalyst types from USPTO. Reactant: [C:1]1([N:7]2[C:12](=[O:13])[C:11]3[S:14][CH:15]=[C:16]([C:17]4[CH:22]=[CH:21][CH:20]=[CH:19][CH:18]=4)[C:10]=3[N:9]=[CH:8]2)[CH:6]=[CH:5][CH:4]=[CH:3][CH:2]=1.N[C:24]1C(C2C=CC=CC=2)=CSC=1C(OC)=O.C(OCC)(OCC)OCC.C1(N)CCCCCC1. Product: [CH:1]1([N:7]2[C:12](=[O:13])[C:11]3[S:14][CH:15]=[C:16]([C:17]4[CH:18]=[CH:19][CH:20]=[CH:21][CH:22]=4)[C:10]=3[N:9]=[CH:8]2)[CH2:6][CH2:5][CH2:4][CH2:3][CH2:2][CH2:24]1. The catalyst class is: 15.